This data is from Catalyst prediction with 721,799 reactions and 888 catalyst types from USPTO. The task is: Predict which catalyst facilitates the given reaction. The catalyst class is: 6. Product: [F:19][C:15]1[CH:14]=[C:13]([CH:18]=[CH:17][CH:16]=1)[CH2:12][NH:11][C:9](=[O:10])[NH:8][C:5]1[S:6][CH:7]=[C:3]([CH2:2][N:21]([O:22][CH3:23])[CH3:20])[N:4]=1. Reactant: Cl[CH2:2][C:3]1[N:4]=[C:5]([NH:8][C:9]([NH:11][CH2:12][C:13]2[CH:18]=[CH:17][CH:16]=[C:15]([F:19])[CH:14]=2)=[O:10])[S:6][CH:7]=1.[CH3:20][NH:21][O:22][CH3:23].C(=O)([O-])[O-].[Na+].[Na+].CCO.